This data is from Acute oral toxicity (LD50) regression data from Zhu et al.. The task is: Regression/Classification. Given a drug SMILES string, predict its toxicity properties. Task type varies by dataset: regression for continuous values (e.g., LD50, hERG inhibition percentage) or binary classification for toxic/non-toxic outcomes (e.g., AMES mutagenicity, cardiotoxicity, hepatotoxicity). Dataset: ld50_zhu. (1) The drug is C=CS(=O)(=O)COCS(=O)(=O)C=C. The rat oral LD50 is 3.66, given as -log10 of the dose in mol/kg body weight (higher means more acutely toxic). (2) The drug is COC(C)=NC#N. The rat oral LD50 is 2.36, given as -log10 of the dose in mol/kg body weight (higher means more acutely toxic). (3) The molecule is O=C(O)c1ccccc1C(=O)c1ccccc1. The rat oral LD50 is 1.69, given as -log10 of the dose in mol/kg body weight (higher means more acutely toxic). (4) The drug is CCCCOCCOP(=O)(OCCOCCCC)OCCOCCCC. The rat oral LD50 is 2.12, given as -log10 of the dose in mol/kg body weight (higher means more acutely toxic). (5) The compound is CCCC(c1cc(C)cc(C)c1O)c1cc(C)cc(C)c1O. The rat oral LD50 is 1.73, given as -log10 of the dose in mol/kg body weight (higher means more acutely toxic). (6) The molecule is C=CCn1c(=O)c2[nH]c(C)nc2n(CC(C)C)c1=O. The rat oral LD50 is 4.19, given as -log10 of the dose in mol/kg body weight (higher means more acutely toxic).